From a dataset of Cav3 T-type calcium channel HTS with 100,875 compounds. Binary Classification. Given a drug SMILES string, predict its activity (active/inactive) in a high-throughput screening assay against a specified biological target. The compound is O=c1n(c2n(nnn2)c2c1C(Cc1c2cccc1)(CC)C)Cc1ccccc1. The result is 0 (inactive).